Dataset: Forward reaction prediction with 1.9M reactions from USPTO patents (1976-2016). Task: Predict the product of the given reaction. (1) The product is: [CH3:1][C@H:2]1[N:7]2[C:8]3[CH:9]=[C:10]([C:15]([OH:17])=[O:16])[CH:11]=[CH:12][C:13]=3[CH:14]=[C:6]2[C:5](=[O:20])[NH:4][CH2:3]1. Given the reactants [CH3:1][C@H:2]1[N:7]2[C:8]3[CH:9]=[C:10]([C:15]([O:17]CC)=[O:16])[CH:11]=[CH:12][C:13]=3[CH:14]=[C:6]2[C:5](=[O:20])[NH:4][CH2:3]1.[OH-].[Na+].Cl, predict the reaction product. (2) Given the reactants [CH2:1]([O:3][C:4]([C:6]1[N:7]=[CH:8][C:9]2[C:14]([C:15]=1[OH:16])=[CH:13][CH:12]=[C:11](Br)[CH:10]=2)=[O:5])[CH3:2].[C:18]1([NH:24][C:25]([NH2:27])=[O:26])[CH:23]=[CH:22][CH:21]=[CH:20][CH:19]=1.C(=O)([O-])[O-].[Cs+].[Cs+].CC1(C)C2C(=C(P(C3C=CC=CC=3)C3C=CC=CC=3)C=CC=2)OC2C(P(C3C=CC=CC=3)C3C=CC=CC=3)=CC=CC1=2, predict the reaction product. The product is: [CH2:1]([O:3][C:4]([C:6]1[N:7]=[CH:8][C:9]2[C:14]([C:15]=1[OH:16])=[CH:13][CH:12]=[C:11]([NH:27][C:25]([NH:24][C:18]1[CH:23]=[CH:22][CH:21]=[CH:20][CH:19]=1)=[O:26])[CH:10]=2)=[O:5])[CH3:2]. (3) Given the reactants [CH2:1]([OH:3])[CH3:2].[C:4]([OH:7])(=[O:6])[CH3:5].[Br-].[Br-].[Br-].[NH+:11]1[CH:16]=[CH:15][CH:14]=[CH:13][CH:12]=1.[NH+]1[CH:22]=[CH:21][CH:20]=[CH:19][CH:18]=1.[NH+]1C=CC=C[CH:24]=1.O, predict the reaction product. The product is: [O:3]=[C:1]1[CH2:2][C:15]2[C:16](=[CH:24][CH:12]=[CH:13][C:14]=2[C:19]2[CH:18]=[C:5]([CH:22]=[CH:21][CH:20]=2)[C:4]([OH:7])=[O:6])[NH:11]1. (4) Given the reactants I[Si](C)(C)C.[F:6][C:7]1[CH:8]=[C:9]([C@H:13]2[CH2:22][CH2:21][CH2:20][C@@H:19]3[N:14]2[C:15](=[O:23])[CH2:16][CH2:17][CH2:18]3)[CH:10]=[CH:11][CH:12]=1.CN(C)CCN(C)C.[I:32]I.S([O-])([O-])(=O)=S.[Na+].[Na+], predict the reaction product. The product is: [F:6][C:7]1[CH:8]=[C:9]([C@H:13]2[CH2:22][CH2:21][CH2:20][C@@H:19]3[N:14]2[C:15](=[O:23])[CH:16]([I:32])[CH2:17][CH2:18]3)[CH:10]=[CH:11][CH:12]=1.